This data is from Full USPTO retrosynthesis dataset with 1.9M reactions from patents (1976-2016). The task is: Predict the reactants needed to synthesize the given product. (1) Given the product [CH2:2]([O:3][C:4]1[CH:5]=[C:6]([CH2:13][C:14]([NH:16][C@H:17]([C:22]2[CH:23]=[CH:24][CH:25]=[CH:26][C:27]=2[N:28]2[CH2:33][CH2:32][CH2:31][CH2:30][CH2:29]2)[CH2:18][CH:19]([CH3:21])[CH3:20])=[O:15])[CH:7]=[CH:8][C:9]=1[C:10]([O:12][CH2:34][CH3:35])=[O:11])[CH3:1], predict the reactants needed to synthesize it. The reactants are: [CH3:1][CH2:2][O:3][C:4]1[CH:5]=[C:6]([CH2:13][C:14]([NH:16][C@H:17]([C:22]2[CH:23]=[CH:24][CH:25]=[CH:26][C:27]=2[N:28]2[CH2:33][CH2:32][CH2:31][CH2:30][CH2:29]2)[CH2:18][CH:19]([CH3:21])[CH3:20])=[O:15])[CH:7]=[CH:8][C:9]=1[C:10]([OH:12])=[O:11].[CH3:34][CH:35](C)C[C@H](N)C1C=CC=CC=1N1CCCCC1.C(OC1C=C(CC(O)=O)C=CC=1C(OCC)=O)C.ClC(OCC)=O.S(Cl)(Cl)=O.P(Cl)(Cl)Cl.O=P12OP3(OP(OP(O3)(O1)=O)(=O)O2)=O.C1(N=C=NC2CCCCC2)CCCCC1.C1(N=C=NC2CCCCC2)CCCCC1.ON1C(=O)CCC1=O.C1(P(C2C=CC=CC=2)C2C=CC=CC=2)C=CC=CC=1.C(Cl)(Cl)(Cl)Cl.C(=O)([O-])[O-].[Na+].[Na+]. (2) The reactants are: Br[C:2]1[CH:11]=[CH:10][C:9]([F:12])=[CH:8][C:3]=1[C:4]([O:6]C)=[O:5].[F:13][C:14]([F:21])([C:17]([F:20])([F:19])[F:18])[CH2:15][NH2:16].C([O-])(=O)C.[K+].C(N(CC)CC)C. Given the product [F:12][C:9]1[CH:10]=[CH:11][C:2]([NH:16][CH2:15][C:14]([F:21])([F:13])[C:17]([F:20])([F:19])[F:18])=[C:3]([CH:8]=1)[C:4]([OH:6])=[O:5], predict the reactants needed to synthesize it. (3) Given the product [CH2:1]([O:8][C:9]([N:11]1[CH:12]2[CH2:19][CH:18]([CH:20]([OH:32])[C:21]([O:23][CH3:24])=[O:22])[CH2:17][CH:16]1[CH2:15][O:14][CH2:13]2)=[O:10])[C:2]1[CH:7]=[CH:6][CH:5]=[CH:4][CH:3]=1, predict the reactants needed to synthesize it. The reactants are: [CH2:1]([O:8][C:9]([N:11]1[CH:16]2[CH2:17][CH:18]([CH2:20][C:21]([O:23][CH3:24])=[O:22])[CH2:19][CH:12]1[CH2:13][O:14][CH2:15]2)=[O:10])[C:2]1[CH:7]=[CH:6][CH:5]=[CH:4][CH:3]=1.C1(S(N2C(C3C=CC=CC=3)O2)(=O)=[O:32])C=CC=CC=1. (4) Given the product [N+:1]([C:4]1[CH:5]=[CH:6][C:7]([N:10]2[CH2:15][CH2:14][N:13]([CH:32]([CH2:33][CH3:34])[CH2:31][CH3:30])[CH2:12][CH2:11]2)=[CH:8][CH:9]=1)([O-:3])=[O:2], predict the reactants needed to synthesize it. The reactants are: [N+:1]([C:4]1[CH:9]=[CH:8][C:7]([N:10]2[CH2:15][CH2:14][NH:13][CH2:12][CH2:11]2)=[CH:6][CH:5]=1)([O-:3])=[O:2].C(O[BH-](OC(=O)C)OC(=O)C)(=O)C.[Na+].[CH3:30][C:31](=O)[CH2:32][CH2:33][CH3:34].C([O-])(O)=O.[Na+].